Dataset: CYP2C19 inhibition data for predicting drug metabolism from PubChem BioAssay. Task: Regression/Classification. Given a drug SMILES string, predict its absorption, distribution, metabolism, or excretion properties. Task type varies by dataset: regression for continuous measurements (e.g., permeability, clearance, half-life) or binary classification for categorical outcomes (e.g., BBB penetration, CYP inhibition). Dataset: cyp2c19_veith. (1) The compound is CC(C)CN1CCCC2(CCN(C(=O)Oc3ccccc3)CC2)C1. The result is 0 (non-inhibitor). (2) The molecule is CN[C@@H](CC(C)C)C(=O)N[C@@H]1C(=O)N[C@H](CC(N)=O)C(=O)N[C@@H]2C(=O)N[C@H]3C(=O)N[C@H](C(=O)N[C@H](C(=O)O)c4cc(O)cc(O)c4-c4cc3ccc4O)[C@H](O)c3ccc(c(Cl)c3)Oc3cc2cc(c3O[C@H]2O[C@@H](CO)[C@@H](O)[C@@H](O)[C@@H]2O[C@@H]2C[C@](C)(N)[C@H](O)[C@H](C)O2)Oc2ccc(cc2Cl)[C@@H]1O. The result is 0 (non-inhibitor). (3) The compound is COC(=O)[C@@]1(Cc2ccccc2)[C@H]2c3cc(C(=O)N(C)C)n(Cc4cc(F)c(F)c(F)c4)c3C[C@H]2CN1C(=O)c1ccccc1. The result is 1 (inhibitor). (4) The drug is O=C(c1cc(C(F)(F)F)cc(C(F)(F)F)c1)N1CCC2(CCCN(c3ccccc3)C2)CC1. The result is 0 (non-inhibitor). (5) The molecule is CCOC(=O)c1[nH]c2ccc(OC)cc2c1NC(=O)NC(C)C. The result is 0 (non-inhibitor). (6) The molecule is COc1cccc(C(=O)N(C)c2nnc(-c3ccncc3)s2)c1. The result is 1 (inhibitor). (7) The result is 0 (non-inhibitor). The molecule is C[C@@H]1O[C@@H](O[C@H]2C[C@@H](O)[C@@]3(CO)[C@@H]4[C@H](CC[C@@]3(O)C2)[C@@]2(O)CC[C@H](C3=CC(=O)OC3)[C@@]2(C)C[C@H]4O)[C@@H](O)[C@H](O)[C@H]1O.